The task is: Predict the product of the given reaction.. This data is from Forward reaction prediction with 1.9M reactions from USPTO patents (1976-2016). (1) Given the reactants [CH2:1]([N:8]([CH2:12][Si](C)(C)C)[CH2:9]OC)[C:2]1[CH:7]=[CH:6][CH:5]=[CH:4][CH:3]=1.[C:17]([O:21][CH2:22][CH3:23])(=[O:20])[C:18]#[CH:19].C(O)(=O)C.C(=O)([O-])O.[Na+], predict the reaction product. The product is: [CH2:1]([N:8]1[CH2:9][CH:19]=[C:18]([C:17]([O:21][CH2:22][CH3:23])=[O:20])[CH2:12]1)[C:2]1[CH:3]=[CH:4][CH:5]=[CH:6][CH:7]=1. (2) Given the reactants [C:1]1([N:7]2[CH:12]=[CH:11][C:10]([CH2:13][CH2:14][C:15]3[N:16]=[N:17][NH:18][CH:19]=3)=[C:9]([O:20]C)[C:8]2=[O:22])[CH:6]=[CH:5][CH:4]=[CH:3][CH:2]=1.B(Br)(Br)Br.CO, predict the reaction product. The product is: [C:1]1([N:7]2[CH:12]=[CH:11][C:10]([CH2:13][CH2:14][C:15]3[N:16]=[N:17][NH:18][CH:19]=3)=[C:9]([OH:20])[C:8]2=[O:22])[CH:2]=[CH:3][CH:4]=[CH:5][CH:6]=1. (3) Given the reactants [CH2:1]1[C:6]2([CH2:11][CH2:10][NH:9][CH2:8][CH2:7]2)[CH2:5][CH2:4][N:3]([C:12]([O:14][C:15]([CH3:18])([CH3:17])[CH3:16])=[O:13])[CH2:2]1.C(O)(=O)C.C(O[C:26]1(O[Si](C)(C)C)[CH2:28][CH2:27]1)C.[BH3-]C#N.[Na+].C1COCC1, predict the reaction product. The product is: [CH:26]1([N:9]2[CH2:10][CH2:11][C:6]3([CH2:1][CH2:2][N:3]([C:12]([O:14][C:15]([CH3:18])([CH3:17])[CH3:16])=[O:13])[CH2:4][CH2:5]3)[CH2:7][CH2:8]2)[CH2:28][CH2:27]1. (4) Given the reactants C[O:2][C:3]1[CH:11]=[C:10]2[C:6]([C:7]([C:14]([NH:16][CH2:17][CH2:18][CH2:19][N:20]3[CH2:25][CH2:24][O:23][CH2:22][CH2:21]3)=[O:15])=[C:8]([CH3:13])[N:9]2[CH3:12])=[CH:5][CH:4]=1.B(Br)(Br)Br.C(Cl)Cl, predict the reaction product. The product is: [OH:2][C:3]1[CH:11]=[C:10]2[C:6]([C:7]([C:14]([NH:16][CH2:17][CH2:18][CH2:19][N:20]3[CH2:21][CH2:22][O:23][CH2:24][CH2:25]3)=[O:15])=[C:8]([CH3:13])[N:9]2[CH3:12])=[CH:5][CH:4]=1. (5) Given the reactants [B:10]1([B:10]2[O:14][C:13]([CH3:16])([CH3:15])[C:12]([CH3:18])([CH3:17])[O:11]2)[O:14][C:13]([CH3:16])([CH3:15])[C:12]([CH3:18])([CH3:17])[O:11]1.[CH3:19][C:20]([O-])=O.[K+].[O:24]1[CH2:29][CH2:28][O:27][CH2:26]C1, predict the reaction product. The product is: [CH3:16][C:13]1([CH3:15])[C:12]([CH3:17])([CH3:18])[O:11][B:10]([C:17]2[C:19]3[C:20](=[CH:17][CH:12]=[CH:13][CH:15]=3)[C:15]([C:29]3([OH:24])[CH2:26][O:27][CH2:28]3)=[CH:13][CH:12]=2)[O:14]1. (6) Given the reactants [C:1]([C:5]1[NH:9][C:8]([C:10]2[CH:15]=[CH:14][CH:13]=[CH:12][CH:11]=2)=[C:7]([C:16]2[CH:21]=[CH:20][NH:19][C:18](=[O:22])[CH:17]=2)[CH:6]=1)([CH3:4])([CH3:3])[CH3:2], predict the reaction product. The product is: [C:1]([C:5]1[NH:9][C:8]2[C:7](=[C:16]3[C:17](=[C:11]4[CH:12]=[CH:13][CH:14]=[CH:15][C:10]4=2)[C:18](=[O:22])[NH:19][CH:20]=[CH:21]3)[CH:6]=1)([CH3:4])([CH3:2])[CH3:3].